This data is from NCI-60 drug combinations with 297,098 pairs across 59 cell lines. The task is: Regression. Given two drug SMILES strings and cell line genomic features, predict the synergy score measuring deviation from expected non-interaction effect. (1) Drug 1: C1=C(C(=O)NC(=O)N1)F. Drug 2: CC1=C2C(C(=O)C3(C(CC4C(C3C(C(C2(C)C)(CC1OC(=O)C(C(C5=CC=CC=C5)NC(=O)OC(C)(C)C)O)O)OC(=O)C6=CC=CC=C6)(CO4)OC(=O)C)O)C)O. Cell line: UACC62. Synergy scores: CSS=52.4, Synergy_ZIP=-5.08, Synergy_Bliss=-3.95, Synergy_Loewe=-2.55, Synergy_HSA=2.18. (2) Drug 1: C1=CC(=CC=C1CCCC(=O)O)N(CCCl)CCCl. Drug 2: CC1=C(C(=O)C2=C(C1=O)N3CC4C(C3(C2COC(=O)N)OC)N4)N. Cell line: MDA-MB-435. Synergy scores: CSS=7.55, Synergy_ZIP=-1.88, Synergy_Bliss=-0.659, Synergy_Loewe=-6.29, Synergy_HSA=-0.401. (3) Drug 1: C1=CC(=CC=C1CCCC(=O)O)N(CCCl)CCCl. Drug 2: CC(C)CN1C=NC2=C1C3=CC=CC=C3N=C2N. Cell line: NCI-H322M. Synergy scores: CSS=-4.38, Synergy_ZIP=2.93, Synergy_Bliss=2.72, Synergy_Loewe=-0.486, Synergy_HSA=-1.84. (4) Drug 1: CC1C(C(CC(O1)OC2CC(CC3=C2C(=C4C(=C3O)C(=O)C5=C(C4=O)C(=CC=C5)OC)O)(C(=O)CO)O)N)O.Cl. Drug 2: C1=CC=C(C(=C1)C(C2=CC=C(C=C2)Cl)C(Cl)Cl)Cl. Cell line: IGROV1. Synergy scores: CSS=-0.212, Synergy_ZIP=8.79, Synergy_Bliss=16.6, Synergy_Loewe=-25.0, Synergy_HSA=-4.47. (5) Drug 1: C1CC(=O)NC(=O)C1N2C(=O)C3=CC=CC=C3C2=O. Drug 2: COC1=C2C(=CC3=C1OC=C3)C=CC(=O)O2. Cell line: HL-60(TB). Synergy scores: CSS=4.18, Synergy_ZIP=-9.64, Synergy_Bliss=-16.3, Synergy_Loewe=-12.9, Synergy_HSA=-12.5. (6) Drug 1: CC12CCC3C(C1CCC2=O)CC(=C)C4=CC(=O)C=CC34C. Drug 2: C#CCC(CC1=CN=C2C(=N1)C(=NC(=N2)N)N)C3=CC=C(C=C3)C(=O)NC(CCC(=O)O)C(=O)O. Cell line: KM12. Synergy scores: CSS=46.1, Synergy_ZIP=-2.54, Synergy_Bliss=-7.08, Synergy_Loewe=-6.07, Synergy_HSA=-6.07. (7) Drug 1: C1=CN(C(=O)N=C1N)C2C(C(C(O2)CO)O)O.Cl. Drug 2: CCCCC(=O)OCC(=O)C1(CC(C2=C(C1)C(=C3C(=C2O)C(=O)C4=C(C3=O)C=CC=C4OC)O)OC5CC(C(C(O5)C)O)NC(=O)C(F)(F)F)O. Cell line: SR. Synergy scores: CSS=81.3, Synergy_ZIP=-1.69, Synergy_Bliss=-2.56, Synergy_Loewe=-1.16, Synergy_HSA=1.14. (8) Drug 1: C1=NC2=C(N1)C(=S)N=C(N2)N. Drug 2: C1CCC(C(C1)N)N.C(=O)(C(=O)[O-])[O-].[Pt+4]. Cell line: T-47D. Synergy scores: CSS=8.69, Synergy_ZIP=-8.06, Synergy_Bliss=-3.09, Synergy_Loewe=-3.70, Synergy_HSA=-3.25.